From a dataset of Full USPTO retrosynthesis dataset with 1.9M reactions from patents (1976-2016). Predict the reactants needed to synthesize the given product. (1) Given the product [CH3:11][N:8]1[C:9]2[C:5](=[CH:4][CH:3]=[C:2]([N:34]3[CH:35]=[CH:36][C:31]([C:28]4[CH:27]=[CH:26][C:25]([C:24]([F:23])([F:38])[F:39])=[CH:30][N:29]=4)=[CH:32][C:33]3=[O:37])[CH:10]=2)[C:6]2[CH2:15][CH2:14][N:13]([C:16]([O:18][C:19]([CH3:22])([CH3:21])[CH3:20])=[O:17])[CH2:12][C:7]1=2, predict the reactants needed to synthesize it. The reactants are: Br[C:2]1[CH:10]=[C:9]2[C:5]([C:6]3[CH2:15][CH2:14][N:13]([C:16]([O:18][C:19]([CH3:22])([CH3:21])[CH3:20])=[O:17])[CH2:12][C:7]=3[N:8]2[CH3:11])=[CH:4][CH:3]=1.[F:23][C:24]([F:39])([F:38])[C:25]1[CH:26]=[CH:27][C:28]([C:31]2[CH:36]=[CH:35][NH:34][C:33](=[O:37])[CH:32]=2)=[N:29][CH:30]=1. (2) Given the product [C:1]([O:5][C:6]([NH:8][C@@H:9]([CH:13]([CH3:15])[CH3:14])[C:10]([O:12][CH2:78][CH2:77][O:76][C:65]1[CH:64]=[C:63]2[C:68]([C:59]([NH:58][C:56]3[CH:55]=[CH:54][C:53]4[S:49][CH:50]=[N:51][C:52]=4[CH:57]=3)=[N:60][CH:61]=[N:62]2)=[CH:67][C:66]=1[S:69]([C:72]([CH3:73])([CH3:75])[CH3:74])(=[O:70])=[O:71])=[O:11])=[O:7])([CH3:4])([CH3:3])[CH3:2], predict the reactants needed to synthesize it. The reactants are: [C:1]([O:5][C:6]([NH:8][C@@H:9]([CH:13]([CH3:15])[CH3:14])[C:10]([OH:12])=[O:11])=[O:7])([CH3:4])([CH3:3])[CH3:2].CN(C(ON1N=NC2C=CC=NC1=2)=[N+](C)C)C.F[P-](F)(F)(F)(F)F.CCN(C(C)C)C(C)C.[S:49]1[C:53]2[CH:54]=[CH:55][C:56]([NH:58][C:59]3[C:68]4[C:63](=[CH:64][C:65]([O:76][CH2:77][CH2:78]O)=[C:66]([S:69]([C:72]([CH3:75])([CH3:74])[CH3:73])(=[O:71])=[O:70])[CH:67]=4)[N:62]=[CH:61][N:60]=3)=[CH:57][C:52]=2[N:51]=[CH:50]1. (3) The reactants are: [CH3:1][O:2][C:3]1[CH:4]=[C:5]([C:11]2[CH:16]=[CH:15][N:14]=[C:13]([NH:17][CH2:18][C:19]3[CH:27]=[CH:26][C:22]([C:23](O)=[O:24])=[CH:21][CH:20]=3)[N:12]=2)[CH:6]=[CH:7][C:8]=1[O:9][CH3:10].F[P-](F)(F)(F)(F)F.[N:35]1(O[P+](N(C)C)(N(C)C)N(C)C)[C:39]2[CH:40]=[CH:41][CH:42]=[CH:43][C:38]=2[N:37]=N1.C(N(CC)CC)C.C1(N)C=CC=CC=1N. Given the product [NH2:35][C:39]1[CH:40]=[CH:41][CH:42]=[CH:43][C:38]=1[NH:37][C:23](=[O:24])[C:22]1[CH:26]=[CH:27][C:19]([CH2:18][NH:17][C:13]2[N:12]=[C:11]([C:5]3[CH:6]=[CH:7][C:8]([O:9][CH3:10])=[C:3]([O:2][CH3:1])[CH:4]=3)[CH:16]=[CH:15][N:14]=2)=[CH:20][CH:21]=1, predict the reactants needed to synthesize it. (4) Given the product [C:33]([O:35][CH2:5][C:4]1[O:9][CH:1]=[CH:2][CH:3]=1)(=[O:34])[CH2:32][CH2:31][CH2:30][CH2:29][C:28]([O:17][CH2:11][C:12]1[O:16][CH:15]=[CH:14][CH:13]=1)=[O:37], predict the reactants needed to synthesize it. The reactants are: [C:1](Cl)(=[O:9])[CH2:2][CH2:3][CH2:4][CH2:5]C(Cl)=O.[CH2:11]([OH:17])[C:12]1[O:16][CH:15]=[CH:14][CH:13]=1.N(CCO)(CCO)CCO.[C:28]([O-:37])(=O)[CH2:29][CH2:30][CH2:31][CH2:32][C:33]([O-:35])=[O:34].C1(=O)N(C(N2C(=O)C=CC2=O)(C2C=CC=CC=2)C2C=CC=CC=2)C(=O)C=C1. (5) Given the product [C:29]([O:28][C:26]([N:1]1[C:9]2[C:4](=[CH:5][CH:6]=[CH:7][CH:8]=2)[C:3]([CH2:10][CH:11]([NH:13][S:14]([C:17]2[C:18]([CH3:25])=[CH:19][C:20]([CH3:24])=[CH:21][C:22]=2[CH3:23])(=[O:15])=[O:16])[CH3:12])=[CH:2]1)=[O:27])([CH3:32])([CH3:31])[CH3:30], predict the reactants needed to synthesize it. The reactants are: [NH:1]1[C:9]2[C:4](=[CH:5][CH:6]=[CH:7][CH:8]=2)[C:3]([CH2:10][CH:11]([NH:13][S:14]([C:17]2[C:22]([CH3:23])=[CH:21][C:20]([CH3:24])=[CH:19][C:18]=2[CH3:25])(=[O:16])=[O:15])[CH3:12])=[CH:2]1.[C:26](O[C:26]([O:28][C:29]([CH3:32])([CH3:31])[CH3:30])=[O:27])([O:28][C:29]([CH3:32])([CH3:31])[CH3:30])=[O:27]. (6) Given the product [CH3:11][C:8]1[S:9][CH:10]=[C:6]([C:4]([OH:5])=[O:3])[N:7]=1, predict the reactants needed to synthesize it. The reactants are: C([O:3][C:4]([C:6]1[N:7]=[C:8]([CH3:11])[S:9][CH:10]=1)=[O:5])C.[OH-].[Na+]. (7) Given the product [NH2:24][C:21]1[CH:22]=[CH:23][C:18]([N:14]2[CH2:13][C@@H:12]3[CH2:17][C@H:15]2[CH2:16][N:11]3[CH2:4][C:5]2[CH:6]=[CH:7][CH:8]=[CH:9][CH:10]=2)=[C:19]([F:27])[CH:20]=1, predict the reactants needed to synthesize it. The reactants are: O.NN.[CH2:4]([N:11]1[CH2:16][C@@H:15]2[CH2:17][C@H:12]1[CH2:13][N:14]2[C:18]1[CH:23]=[CH:22][C:21]([N+:24]([O-])=O)=[CH:20][C:19]=1[F:27])[C:5]1[CH:10]=[CH:9][CH:8]=[CH:7][CH:6]=1.C.